From a dataset of Forward reaction prediction with 1.9M reactions from USPTO patents (1976-2016). Predict the product of the given reaction. (1) Given the reactants [F:1][C:2]1[CH:3]=[C:4]([CH:14]=[CH:15][CH:16]=1)[CH2:5][O:6][C:7]1[CH:13]=[CH:12][C:10]([NH2:11])=[CH:9][CH:8]=1.[Cl:17][C:18]1[C:27]2[C:22](=[CH:23][CH:24]=[C:25]([C:28]3[O:29][C:30]([CH3:33])=[N:31][N:32]=3)[CH:26]=2)[N:21]=[CH:20][N:19]=1, predict the reaction product. The product is: [ClH:17].[F:1][C:2]1[CH:3]=[C:4]([CH:14]=[CH:15][CH:16]=1)[CH2:5][O:6][C:7]1[CH:13]=[CH:12][C:10]([NH:11][C:20]2[N:19]=[CH:18][C:27]3[C:22](=[CH:23][CH:24]=[C:25]([C:28]4[O:29][C:30]([CH3:33])=[N:31][N:32]=4)[CH:26]=3)[N:21]=2)=[CH:9][CH:8]=1. (2) Given the reactants [C:1]12([CH:11]([OH:24])[CH2:12][NH:13][C:14]3[C:15]4[CH2:23][CH2:22][NH:21][CH2:20][C:16]=4[N:17]=[CH:18][N:19]=3)[CH2:10][CH:5]3[CH2:6][CH:7]([CH2:9][CH:3]([CH2:4]3)[CH2:2]1)[CH2:8]2.[OH:25][C@@H:26]1[CH2:30][N:29]([CH2:31][C:32]([OH:34])=O)[CH2:28][CH2:27]1.Cl.CN(C)CCCN=C=NCC.O.[OH:48]N1C2C=CC=CC=2N=N1.C(N(CC)C(C)C)(C)C, predict the reaction product. The product is: [C:1]12([CH:11]([OH:24])[CH2:12][NH:13][C:14]3[C:15]4[CH2:23][CH2:22][N:21]([C:32](=[O:34])[CH2:31][N:29]5[CH2:30][C@@H:26]([OH:25])[CH2:27][C:28]5=[O:48])[CH2:20][C:16]=4[N:17]=[CH:18][N:19]=3)[CH2:2][CH:3]3[CH2:4][CH:5]([CH2:6][CH:7]([CH2:9]3)[CH2:8]1)[CH2:10]2.